This data is from Forward reaction prediction with 1.9M reactions from USPTO patents (1976-2016). The task is: Predict the product of the given reaction. Given the reactants [F:1][C:2]1[C:31]([N:32]2[CH2:37][CH2:36][O:35][CH2:34][CH2:33]2)=[CH:30][C:5]2[NH:6][C:7]([C:9]3[C:13]([NH:14][C:15](=[O:23])[N:16]([CH:20]([CH3:22])[CH3:21])[CH:17]([CH3:19])[CH3:18])=[CH:12][N:11](C4CCCCO4)[N:10]=3)=[N:8][C:4]=2[CH:3]=1, predict the reaction product. The product is: [F:1][C:2]1[C:31]([N:32]2[CH2:33][CH2:34][O:35][CH2:36][CH2:37]2)=[CH:30][C:5]2[NH:6][C:7]([C:9]3[C:13]([NH:14][C:15](=[O:23])[N:16]([CH:20]([CH3:22])[CH3:21])[CH:17]([CH3:18])[CH3:19])=[CH:12][NH:11][N:10]=3)=[N:8][C:4]=2[CH:3]=1.